This data is from NCI-60 drug combinations with 297,098 pairs across 59 cell lines. The task is: Regression. Given two drug SMILES strings and cell line genomic features, predict the synergy score measuring deviation from expected non-interaction effect. (1) Drug 1: CC12CCC3C(C1CCC2NC(=O)OCC(F)(F)F)CCC4C3(C=CC(=O)N4C)C. Drug 2: CC1=C(C(=CC=C1)Cl)NC(=O)C2=CN=C(S2)NC3=CC(=NC(=N3)C)N4CCN(CC4)CCO. Cell line: NCIH23. Synergy scores: CSS=26.4, Synergy_ZIP=-5.42, Synergy_Bliss=-5.11, Synergy_Loewe=-1.40, Synergy_HSA=-1.02. (2) Drug 1: CCC1(CC2CC(C3=C(CCN(C2)C1)C4=CC=CC=C4N3)(C5=C(C=C6C(=C5)C78CCN9C7C(C=CC9)(C(C(C8N6C=O)(C(=O)OC)O)OC(=O)C)CC)OC)C(=O)OC)O.OS(=O)(=O)O. Drug 2: CCN(CC)CCCC(C)NC1=C2C=C(C=CC2=NC3=C1C=CC(=C3)Cl)OC. Cell line: NCI/ADR-RES. Synergy scores: CSS=9.75, Synergy_ZIP=-9.49, Synergy_Bliss=-6.13, Synergy_Loewe=-3.58, Synergy_HSA=-3.91. (3) Drug 1: CS(=O)(=O)CCNCC1=CC=C(O1)C2=CC3=C(C=C2)N=CN=C3NC4=CC(=C(C=C4)OCC5=CC(=CC=C5)F)Cl. Drug 2: C1CNP(=O)(OC1)N(CCCl)CCCl. Cell line: OVCAR-5. Synergy scores: CSS=0.771, Synergy_ZIP=-3.27, Synergy_Bliss=-3.17, Synergy_Loewe=-1.67, Synergy_HSA=-1.73. (4) Drug 1: CCC1(CC2CC(C3=C(CCN(C2)C1)C4=CC=CC=C4N3)(C5=C(C=C6C(=C5)C78CCN9C7C(C=CC9)(C(C(C8N6C=O)(C(=O)OC)O)OC(=O)C)CC)OC)C(=O)OC)O.OS(=O)(=O)O. Drug 2: CS(=O)(=O)OCCCCOS(=O)(=O)C. Cell line: OVCAR3. Synergy scores: CSS=5.40, Synergy_ZIP=-0.961, Synergy_Bliss=-1.74, Synergy_Loewe=0.891, Synergy_HSA=-1.86. (5) Drug 1: CCCS(=O)(=O)NC1=C(C(=C(C=C1)F)C(=O)C2=CNC3=C2C=C(C=N3)C4=CC=C(C=C4)Cl)F. Drug 2: C1=NNC2=C1C(=O)NC=N2. Cell line: CCRF-CEM. Synergy scores: CSS=23.2, Synergy_ZIP=-4.46, Synergy_Bliss=-0.580, Synergy_Loewe=-3.71, Synergy_HSA=-2.61. (6) Drug 1: C1=NC2=C(N1)C(=S)N=CN2. Drug 2: CC1=C(C=C(C=C1)C(=O)NC2=CC(=CC(=C2)C(F)(F)F)N3C=C(N=C3)C)NC4=NC=CC(=N4)C5=CN=CC=C5. Cell line: HOP-92. Synergy scores: CSS=9.53, Synergy_ZIP=-4.01, Synergy_Bliss=1.33, Synergy_Loewe=-4.24, Synergy_HSA=0.874. (7) Drug 1: CCC1=CC2CC(C3=C(CN(C2)C1)C4=CC=CC=C4N3)(C5=C(C=C6C(=C5)C78CCN9C7C(C=CC9)(C(C(C8N6C)(C(=O)OC)O)OC(=O)C)CC)OC)C(=O)OC. Drug 2: C1=CC(=C(C=C1I)F)NC2=C(C=CC(=C2F)F)C(=O)NOCC(CO)O. Cell line: SW-620. Synergy scores: CSS=67.9, Synergy_ZIP=-2.38, Synergy_Bliss=-4.00, Synergy_Loewe=2.56, Synergy_HSA=4.35. (8) Drug 1: CCC1(CC2CC(C3=C(CCN(C2)C1)C4=CC=CC=C4N3)(C5=C(C=C6C(=C5)C78CCN9C7C(C=CC9)(C(C(C8N6C=O)(C(=O)OC)O)OC(=O)C)CC)OC)C(=O)OC)O.OS(=O)(=O)O. Drug 2: CNC(=O)C1=NC=CC(=C1)OC2=CC=C(C=C2)NC(=O)NC3=CC(=C(C=C3)Cl)C(F)(F)F. Cell line: RPMI-8226. Synergy scores: CSS=-2.25, Synergy_ZIP=3.46, Synergy_Bliss=0.208, Synergy_Loewe=-1.83, Synergy_HSA=-4.20. (9) Drug 1: CCCS(=O)(=O)NC1=C(C(=C(C=C1)F)C(=O)C2=CNC3=C2C=C(C=N3)C4=CC=C(C=C4)Cl)F. Drug 2: CC(C1=C(C=CC(=C1Cl)F)Cl)OC2=C(N=CC(=C2)C3=CN(N=C3)C4CCNCC4)N. Cell line: PC-3. Synergy scores: CSS=1.73, Synergy_ZIP=-1.26, Synergy_Bliss=-0.515, Synergy_Loewe=-8.69, Synergy_HSA=-1.99. (10) Drug 1: C1C(C(OC1N2C=NC(=NC2=O)N)CO)O. Drug 2: CC1C(C(CC(O1)OC2CC(CC3=C2C(=C4C(=C3O)C(=O)C5=C(C4=O)C(=CC=C5)OC)O)(C(=O)CO)O)N)O.Cl. Cell line: RXF 393. Synergy scores: CSS=46.4, Synergy_ZIP=-2.78, Synergy_Bliss=-2.24, Synergy_Loewe=-1.59, Synergy_HSA=0.648.